This data is from NCI-60 drug combinations with 297,098 pairs across 59 cell lines. The task is: Regression. Given two drug SMILES strings and cell line genomic features, predict the synergy score measuring deviation from expected non-interaction effect. (1) Drug 1: CCC1(C2=C(COC1=O)C(=O)N3CC4=CC5=C(C=CC(=C5CN(C)C)O)N=C4C3=C2)O.Cl. Drug 2: CC1C(C(CC(O1)OC2CC(CC3=C2C(=C4C(=C3O)C(=O)C5=C(C4=O)C(=CC=C5)OC)O)(C(=O)CO)O)N)O.Cl. Cell line: HOP-62. Synergy scores: CSS=50.7, Synergy_ZIP=-9.09, Synergy_Bliss=-10.7, Synergy_Loewe=-8.02, Synergy_HSA=-7.02. (2) Drug 1: C1=C(C(=O)NC(=O)N1)F. Drug 2: CCN(CC)CCNC(=O)C1=C(NC(=C1C)C=C2C3=C(C=CC(=C3)F)NC2=O)C. Cell line: HT29. Synergy scores: CSS=59.9, Synergy_ZIP=7.93, Synergy_Bliss=7.13, Synergy_Loewe=7.77, Synergy_HSA=13.3.